From a dataset of Full USPTO retrosynthesis dataset with 1.9M reactions from patents (1976-2016). Predict the reactants needed to synthesize the given product. (1) Given the product [NH2:1][C:2]1[C:7]([C:8]2[N:17]([C:18]3[CH:23]=[CH:22][C:21]([C:24]4([NH:28][C:29](=[O:35])[O:30][C:31]([CH3:34])([CH3:33])[CH3:32])[CH2:27][CH2:26][CH2:25]4)=[CH:20][CH:19]=3)[C:11]3=[N:12][C:13]([C:55]4[CH:54]=[CH:53][CH:52]=[C:51]([N:47]5[CH2:48][CH2:49][O:50][C@@H:45]([CH2:44][O:43][CH2:36][C:37]6[CH:42]=[CH:41][CH:40]=[CH:39][CH:38]=6)[CH2:46]5)[CH:56]=4)=[CH:14][CH:15]=[C:10]3[N:9]=2)=[CH:6][CH:5]=[CH:4][N:3]=1, predict the reactants needed to synthesize it. The reactants are: [NH2:1][C:2]1[C:7]([C:8]2[N:17]([C:18]3[CH:23]=[CH:22][C:21]([C:24]4([NH:28][C:29](=[O:35])[O:30][C:31]([CH3:34])([CH3:33])[CH3:32])[CH2:27][CH2:26][CH2:25]4)=[CH:20][CH:19]=3)[C:11]3=[N:12][C:13](Cl)=[CH:14][CH:15]=[C:10]3[N:9]=2)=[CH:6][CH:5]=[CH:4][N:3]=1.[CH2:36]([O:43][CH2:44][C@@H:45]1[O:50][CH2:49][CH2:48][N:47]([C:51]2[CH:56]=[CH:55][CH:54]=[C:53](B3OC(C)(C)C(C)(C)O3)[CH:52]=2)[CH2:46]1)[C:37]1[CH:42]=[CH:41][CH:40]=[CH:39][CH:38]=1.[OH-].[Na+]. (2) Given the product [Cl:48][C:49]1[C:54]([C:55]([F:57])([F:58])[F:56])=[CH:53][CH:52]=[CH:51][C:50]=1[CH2:59][NH:60][C:7]([CH:6]1[CH2:5][N:4]([C:10]2[N:11]([CH3:15])[CH:12]=[CH:13][N:14]=2)[C:3](=[O:16])[N:2]1[CH3:1])=[O:9], predict the reactants needed to synthesize it. The reactants are: [CH3:1][N:2]1[CH:6]([C:7]([OH:9])=O)[CH2:5][N:4]([C:10]2[N:11]([CH3:15])[CH:12]=[CH:13][N:14]=2)[C:3]1=[O:16].C(N1CCOCC1)C.O.ON1C2C=CC=CC=2N=N1.Cl.C(N=C=NCCCN(C)C)C.[Cl:48][C:49]1[C:54]([C:55]([F:58])([F:57])[F:56])=[CH:53][CH:52]=[CH:51][C:50]=1[CH2:59][NH2:60]. (3) Given the product [F:34][C:31]1[CH:32]=[CH:33][C:28]([C:14]2[C:13](/[CH:12]=[CH:11]/[C@@H:10]([OH:35])[CH2:9][C@@H:8]([OH:36])[CH2:7][C:6]([O:5][C:1]([CH3:4])([CH3:3])[CH3:2])=[O:37])=[C:18]([CH:19]([CH3:21])[CH3:20])[N:17]=[C:16]([N:22]([CH3:27])[S:23]([CH3:26])(=[O:25])=[O:24])[N:15]=2)=[CH:29][CH:30]=1, predict the reactants needed to synthesize it. The reactants are: [C:1]([O:5][C:6](=[O:37])[CH2:7][C:8](=[O:36])[CH2:9][C@H:10]([OH:35])/[CH:11]=[CH:12]/[C:13]1[C:14]([C:28]2[CH:33]=[CH:32][C:31]([F:34])=[CH:30][CH:29]=2)=[N:15][C:16]([N:22]([CH3:27])[S:23]([CH3:26])(=[O:25])=[O:24])=[N:17][C:18]=1[CH:19]([CH3:21])[CH3:20])([CH3:4])([CH3:3])[CH3:2].FC1C=CC(C2C(/C=C/[C@@H](O)C[C@@H](O)CC(OC(C)(C)C)=O)=C(C(C)C)N=C(N(C)S(C)(=O)=O)N=2)=CC=1.C(B(CC)OC)C.[BH4-].[Na+].C(O)(=O)C. (4) Given the product [OH:8][C:7]1[CH:6]=[C:5]2[C:4]([CH:15]=[CH:14][C:12](=[O:13])[O:10]2)=[C:3]([CH3:2])[CH:9]=1, predict the reactants needed to synthesize it. The reactants are: O.[CH3:2][C:3]1[CH:4]=[C:5]([OH:10])[CH:6]=[C:7]([CH:9]=1)[OH:8].C(O)(=O)[CH:12]([CH2:14][C:15](O)=O)[OH:13].S(=O)(O)[O-].[Na+].C(=O)=O. (5) Given the product [F:1][C:2]1[CH:7]=[CH:6][C:5]([C:18]2[N:22]3[CH:23]=[CH:24][C:25]([C:27]([OH:30])([CH3:28])[CH3:29])=[N:26][C:21]3=[N:20][CH:19]=2)=[CH:4][C:3]=1[C:11]1[N:12]=[N:13][CH:14]=[CH:15][CH:16]=1, predict the reactants needed to synthesize it. The reactants are: [F:1][C:2]1[CH:7]=[CH:6][C:5](B(O)O)=[CH:4][C:3]=1[C:11]1[N:12]=[N:13][CH:14]=[CH:15][CH:16]=1.Br[C:18]1[N:22]2[CH:23]=[CH:24][C:25]([C:27]([OH:30])([CH3:29])[CH3:28])=[N:26][C:21]2=[N:20][CH:19]=1. (6) Given the product [Br:2][C:3]1[CH:4]=[C:5]([C:14]2[N:54]([C:52]3[CH:51]=[CH:50][N:49]=[C:48]([CH3:47])[CH:53]=3)[N:55]=[C:16]([C:17]([OH:19])=[O:18])[CH:15]=2)[CH:6]=[C:7]([O:9][C:10]([F:11])([F:12])[F:13])[CH:8]=1, predict the reactants needed to synthesize it. The reactants are: [Li].[Br:2][C:3]1[CH:4]=[C:5]([C:14]([O-])=[CH:15][C:16](=O)[C:17]([O:19]CC)=[O:18])[CH:6]=[C:7]([O:9][C:10]([F:13])([F:12])[F:11])[CH:8]=1.ClC1C=C(C2N(C3C=CC=CN=3)N=C(C(O)=O)C=2)C=C(F)C=1.Br.[CH3:47][C:48]1[CH:53]=[C:52]([NH:54][NH2:55])[CH:51]=[CH:50][N:49]=1. (7) Given the product [CH:1]1([NH:6][C:7]2[C:12]([CH:13]=[CH:14][N+:15]([O-:17])=[O:16])=[CH:11][N:10]=[C:9]([NH:32][C:31]3[CH:30]=[CH:29][C:28]([N:25]4[CH2:24][CH2:23][N:22]([CH3:21])[CH2:27][CH2:26]4)=[CH:34][CH:33]=3)[N:8]=2)[CH2:5][CH2:4][CH2:3][CH2:2]1, predict the reactants needed to synthesize it. The reactants are: [CH:1]1([NH:6][C:7]2[C:12]([CH:13]=[CH:14][N+:15]([O-:17])=[O:16])=[CH:11][N:10]=[C:9](S(C)=O)[N:8]=2)[CH2:5][CH2:4][CH2:3][CH2:2]1.[CH3:21][N:22]1[CH2:27][CH2:26][N:25]([C:28]2[CH:34]=[CH:33][C:31]([NH2:32])=[CH:30][CH:29]=2)[CH2:24][CH2:23]1. (8) Given the product [CH3:4][O:5][C:6]1[N:11]=[CH:10][C:9]([C:12]2[CH:21]=[CH:20][C:15]([C:16]([OH:18])=[O:17])=[C:14]([N+:22]([O-:24])=[O:23])[CH:13]=2)=[CH:8][CH:7]=1, predict the reactants needed to synthesize it. The reactants are: O.[OH-].[Li+].[CH3:4][O:5][C:6]1[N:11]=[CH:10][C:9]([C:12]2[CH:21]=[CH:20][C:15]([C:16]([O:18]C)=[O:17])=[C:14]([N+:22]([O-:24])=[O:23])[CH:13]=2)=[CH:8][CH:7]=1.Cl. (9) Given the product [CH3:31][N:29]([CH3:30])[CH2:28][CH2:27][CH2:26][O:25][C:23]1[C:22]2[C:17](=[CH:18][CH:19]=[CH:20][CH:21]=2)[N:16]=[C:15]([CH2:14][N:11]2[CH2:10][CH2:9][NH:8][CH2:13][CH2:12]2)[N:24]=1, predict the reactants needed to synthesize it. The reactants are: C([N:8]1[CH2:13][CH2:12][N:11]([CH2:14][C:15]2[N:24]=[C:23]([O:25][CH2:26][CH2:27][CH2:28][N:29]([CH3:31])[CH3:30])[C:22]3[C:17](=[CH:18][CH:19]=[CH:20][CH:21]=3)[N:16]=2)[CH2:10][CH2:9]1)C1C=CC=CC=1.C([O-])=O.[NH4+]. (10) Given the product [O:1]1[CH2:2][CH2:3][N:4]([C:7]2[CH:12]=[C:11]3[NH:13][CH2:14][C:15]4([CH2:20][CH2:19][O:18][CH2:17][CH2:16]4)[C:10]3=[CH:9][CH:8]=2)[CH2:5][CH2:6]1, predict the reactants needed to synthesize it. The reactants are: [O:1]1[CH2:6][CH2:5][N:4]([C:7]2[CH:12]=[C:11]3[N:13](C(=O)C)[CH2:14][C:15]4([CH2:20][CH2:19][O:18][CH2:17][CH2:16]4)[C:10]3=[CH:9][CH:8]=2)[CH2:3][CH2:2]1.Cl.